From a dataset of Forward reaction prediction with 1.9M reactions from USPTO patents (1976-2016). Predict the product of the given reaction. (1) The product is: [CH2:1]([O:8][C:9]([CH2:11][CH2:12][C@@H:13]([CH3:14])[C@H:15]([C:19]([O:31][C:30]([CH3:47])([CH3:32])[CH3:29])=[O:18])[C:42]([OH:43])=[O:45])=[O:10])[C:2]1[CH:3]=[CH:4][CH:5]=[CH:6][CH:7]=1. Given the reactants [CH2:1]([O:8][C:9]([CH2:11][CH2:12][C@H:13]([C@H:15]1[CH2:19][O:18]C(C)(C)N1C(OC(C)(C)C)=O)[CH3:14])=[O:10])[C:2]1[CH:7]=[CH:6][CH:5]=[CH:4][CH:3]=1.[CH3:29][C:30]([CH3:32])=[O:31].OS(O)(=O)=O.O=[Cr](=O)=O.[C:42](=[O:45])(O)[O-:43].[Na+].[CH3:47]O, predict the reaction product. (2) Given the reactants C(O)(=O)[C@@H](C1C=CC=CC=1)O.[NH2:12][C@H:13]1[C:19]2[CH:20]=[CH:21][CH:22]=[CH:23][C:18]=2[CH2:17][CH2:16][N:15]([CH3:24])[C:14]1=[O:25].[ClH:26], predict the reaction product. The product is: [ClH:26].[NH2:12][C@H:13]1[C:19]2[CH:20]=[CH:21][CH:22]=[CH:23][C:18]=2[CH2:17][CH2:16][N:15]([CH3:24])[C:14]1=[O:25]. (3) Given the reactants FC(F)(F)[C:3]([N:5]([C:7]1[CH:8]=[C:9]([NH:13]/[C:14](=[C:21]2\[C:22](=[O:30])[NH:23][C:24]3[C:29]\2=[CH:28][CH:27]=[CH:26][CH:25]=3)/[C:15]2[CH:20]=[CH:19][CH:18]=[CH:17][CH:16]=2)[CH:10]=[CH:11][CH:12]=1)C)=O.[OH-].[Na+], predict the reaction product. The product is: [CH3:3][NH:5][C:7]1[CH:8]=[C:9]([NH:13]/[C:14](=[C:21]2\[C:22](=[O:30])[NH:23][C:24]3[C:29]\2=[CH:28][CH:27]=[CH:26][CH:25]=3)/[C:15]2[CH:20]=[CH:19][CH:18]=[CH:17][CH:16]=2)[CH:10]=[CH:11][CH:12]=1. (4) Given the reactants [NH2:1][CH2:2][C@@H:3]1[CH2:8][O:7][C@@H:6]([C@H:9]2[O:13][N:12]=[C:11]([C:14]3[N:19]=[C:18]([CH3:20])[N:17]=[C:16]([C:21]([NH:23][CH2:24][C:25]4[CH:30]=[CH:29][C:28]([F:31])=[C:27]([O:32][CH3:33])[CH:26]=4)=[O:22])[CH:15]=3)[CH2:10]2)[CH2:5][O:4]1.[CH3:34][S:35](Cl)(=[O:37])=[O:36], predict the reaction product. The product is: [F:31][C:28]1[CH:29]=[CH:30][C:25]([CH2:24][NH:23][C:21]([C:16]2[CH:15]=[C:14]([C:11]3[CH2:10][C@@H:9]([C@H:6]4[CH2:5][O:4][C@H:3]([CH2:2][NH:1][S:35]([CH3:34])(=[O:37])=[O:36])[CH2:8][O:7]4)[O:13][N:12]=3)[N:19]=[C:18]([CH3:20])[N:17]=2)=[O:22])=[CH:26][C:27]=1[O:32][CH3:33]. (5) Given the reactants [OH:1][CH:2]([CH3:32])[CH:3]([CH3:31])[O:4][C:5]1[CH:6]=[N:7][C:8]([C:11]2[CH:12]=[C:13]([CH:28]=[CH:29][CH:30]=2)[CH2:14][C:15]2[C:20](=[O:21])[CH:19]=[CH:18][N:17]([C:22]3[CH:23]=[N:24][N:25]([CH3:27])[CH:26]=3)[N:16]=2)=[N:9][CH:10]=1, predict the reaction product. The product is: [OH:1][C@H:2]([CH3:32])[C@H:3]([O:4][C:5]1[CH:10]=[N:9][C:8]([C:11]2[CH:12]=[C:13]([CH:28]=[CH:29][CH:30]=2)[CH2:14][C:15]2[C:20](=[O:21])[CH:19]=[CH:18][N:17]([C:22]3[CH:23]=[N:24][N:25]([CH3:27])[CH:26]=3)[N:16]=2)=[N:7][CH:6]=1)[CH3:31].[OH:1][C@@H:2]([CH3:32])[C@@H:3]([O:4][C:5]1[CH:10]=[N:9][C:8]([C:11]2[CH:12]=[C:13]([CH:28]=[CH:29][CH:30]=2)[CH2:14][C:15]2[C:20](=[O:21])[CH:19]=[CH:18][N:17]([C:22]3[CH:23]=[N:24][N:25]([CH3:27])[CH:26]=3)[N:16]=2)=[N:7][CH:6]=1)[CH3:31]. (6) Given the reactants C([O:3][C:4](=O)[CH:5]([NH:18][C:19]([C:21]1[CH:22]=[C:23]([C:33]2[CH:38]=[CH:37][C:36]([C:39](=[O:42])[NH:40][CH3:41])=[C:35]([Cl:43])[CH:34]=2)[CH:24]=[C:25]2[C:30]=1[O:29][C:28]([CH3:32])([CH3:31])[CH:27]=[CH:26]2)=[O:20])[CH2:6][C:7]1[C:15]2[C:10](=[C:11]([F:17])[CH:12]=[C:13]([F:16])[CH:14]=2)[NH:9][CH:8]=1)C.[BH4-].[Li+], predict the reaction product. The product is: [F:16][C:13]1[CH:14]=[C:15]2[C:10](=[C:11]([F:17])[CH:12]=1)[NH:9][CH:8]=[C:7]2[CH2:6][CH:5]([NH:18][C:19]([C:21]1[CH:22]=[C:23]([C:33]2[CH:38]=[CH:37][C:36]([C:39](=[O:42])[NH:40][CH3:41])=[C:35]([Cl:43])[CH:34]=2)[CH:24]=[C:25]2[C:30]=1[O:29][C:28]([CH3:32])([CH3:31])[CH:27]=[CH:26]2)=[O:20])[CH2:4][OH:3]. (7) Given the reactants [CH3:1][O:2][C:3]1[CH:10]=[C:9]([O:11][CH2:12][C:13]([CH2:54][O:55][CH2:56][CH2:57][CH2:58][CH2:59][CH2:60][CH2:61][CH2:62][CH2:63][CH2:64][CH2:65][CH2:66][CH2:67][CH2:68][CH2:69][CH2:70][CH2:71][CH2:72][CH3:73])([CH2:34][O:35][CH2:36][CH2:37][CH2:38][CH2:39][CH2:40][CH2:41][CH2:42][CH2:43][CH2:44][CH2:45][CH2:46][CH2:47][CH2:48][CH2:49][CH2:50][CH2:51][CH2:52][CH3:53])[CH2:14][O:15][CH2:16][CH2:17][CH2:18][CH2:19][CH2:20][CH2:21][CH2:22][CH2:23][CH2:24][CH2:25][CH2:26][CH2:27][CH2:28][CH2:29][CH2:30][CH2:31][CH2:32][CH3:33])[CH:8]=[CH:7][C:4]=1[CH:5]=[O:6].CO.[BH4-].[Na+].Cl, predict the reaction product. The product is: [CH3:1][O:2][C:3]1[CH:10]=[C:9]([O:11][CH2:12][C:13]([CH2:54][O:55][CH2:56][CH2:57][CH2:58][CH2:59][CH2:60][CH2:61][CH2:62][CH2:63][CH2:64][CH2:65][CH2:66][CH2:67][CH2:68][CH2:69][CH2:70][CH2:71][CH2:72][CH3:73])([CH2:34][O:35][CH2:36][CH2:37][CH2:38][CH2:39][CH2:40][CH2:41][CH2:42][CH2:43][CH2:44][CH2:45][CH2:46][CH2:47][CH2:48][CH2:49][CH2:50][CH2:51][CH2:52][CH3:53])[CH2:14][O:15][CH2:16][CH2:17][CH2:18][CH2:19][CH2:20][CH2:21][CH2:22][CH2:23][CH2:24][CH2:25][CH2:26][CH2:27][CH2:28][CH2:29][CH2:30][CH2:31][CH2:32][CH3:33])[CH:8]=[CH:7][C:4]=1[CH2:5][OH:6]. (8) Given the reactants [O:1]1[CH:5]=[CH:4][N:3]=[CH:2]1.C([Li])CCC.I[C:12]1[CH:21]=[CH:20][C:15]([C:16]([O:18][CH3:19])=[O:17])=[CH:14][CH:13]=1, predict the reaction product. The product is: [O:1]1[CH:5]=[CH:4][N:3]=[C:2]1[C:12]1[CH:21]=[CH:20][C:15]([C:16]([O:18][CH3:19])=[O:17])=[CH:14][CH:13]=1. (9) Given the reactants [NH2:1][CH:2]([C:4]1[CH:9]=[C:8]([CH:10]=[CH2:11])[C:7]([NH:12][S:13]([CH3:16])(=[O:15])=[O:14])=[C:6]([F:17])[CH:5]=1)[CH3:3].[C:18]([C:22]1[CH:27]=[CH:26][C:25]([CH:28]=[CH:29][C:30](O)=[O:31])=[C:24](NCCC(C)C)[CH:23]=1)([CH3:21])([CH3:20])[CH3:19].CCOC(OC(OCC)=O)=O, predict the reaction product. The product is: [C:18]([C:22]1[CH:23]=[CH:24][C:25]([CH:28]=[CH:29][C:30]([NH:1][C@@H:2]([C:4]2[CH:9]=[C:8]([CH:10]=[CH2:11])[C:7]([NH:12][S:13]([CH3:16])(=[O:15])=[O:14])=[C:6]([F:17])[CH:5]=2)[CH3:3])=[O:31])=[CH:26][CH:27]=1)([CH3:21])([CH3:19])[CH3:20].